This data is from Forward reaction prediction with 1.9M reactions from USPTO patents (1976-2016). The task is: Predict the product of the given reaction. (1) Given the reactants [OH:1][CH2:2][C@@H:3]([N:8]1[C:17]2[C:12](=[CH:13][C:14](I)=[CH:15][CH:16]=2)[C:11](=[O:19])[C:10]([C:20]([O:22][CH2:23][CH3:24])=[O:21])=[CH:9]1)[C:4](C)(C)C.[CH2:25]([NH:27][C:28](=[O:48])[NH:29][C:30]1[N:35]=[CH:34][C:33](B(O)O)=[C:32]([C:39]2[S:40][CH:41]=[C:42]([C:44]([F:47])([F:46])[F:45])[N:43]=2)[CH:31]=1)[CH3:26].C(=O)([O-])[O-].[K+].[K+], predict the reaction product. The product is: [CH2:25]([NH:27][C:28](=[O:48])[NH:29][C:30]1[N:35]=[CH:34][C:33]([C:14]2[CH:13]=[C:12]3[C:17](=[CH:16][CH:15]=2)[N:8]([C@@H:3]([CH3:4])[CH2:2][OH:1])[CH:9]=[C:10]([C:20]([O:22][CH2:23][CH3:24])=[O:21])[C:11]3=[O:19])=[C:32]([C:39]2[S:40][CH:41]=[C:42]([C:44]([F:47])([F:46])[F:45])[N:43]=2)[CH:31]=1)[CH3:26]. (2) The product is: [Cl:33][C:30]1[CH:29]=[CH:28][C:27]([O:26][C:23]2[CH:24]=[CH:25][C:20]([N:19]3[CH:15]([C:12]4[CH:13]=[CH:14][CH:9]=[C:10]([C:35]([F:36])([F:37])[F:38])[CH:11]=4)[CH2:16][CH2:17][C:18]3=[O:34])=[CH:21][CH:22]=2)=[CH:32][CH:31]=1. Given the reactants N(OC(C)(C)C)=O.N[C:9]1[CH:14]=[CH:13][C:12]([CH:15]2[N:19]([C:20]3[CH:25]=[CH:24][C:23]([O:26][C:27]4[CH:32]=[CH:31][C:30]([Cl:33])=[CH:29][CH:28]=4)=[CH:22][CH:21]=3)[C:18](=[O:34])[CH2:17][CH2:16]2)=[CH:11][C:10]=1[C:35]([F:38])([F:37])[F:36].Cl, predict the reaction product. (3) The product is: [C:30]1([C:33]2[CH:34]=[CH:35][CH:36]=[CH:37][CH:38]=2)[CH:29]=[CH:28][C:27]([NH:24][C:25]([NH:1][C:2]2[C:3]([C:12]([NH:14][C:15]3([C:21]([OH:23])=[O:22])[CH2:20][CH2:19][CH2:18][CH2:17][CH2:16]3)=[O:13])=[CH:4][C:5]3[C:10]([CH:11]=2)=[CH:9][CH:8]=[CH:7][CH:6]=3)=[O:26])=[CH:32][CH:31]=1. Given the reactants [NH2:1][C:2]1[C:3]([C:12]([NH:14][C:15]2([C:21]([OH:23])=[O:22])[CH2:20][CH2:19][CH2:18][CH2:17][CH2:16]2)=[O:13])=[CH:4][C:5]2[C:10]([CH:11]=1)=[CH:9][CH:8]=[CH:7][CH:6]=2.[N:24]([C:27]1[CH:32]=[CH:31][C:30]([C:33]2[CH:38]=[CH:37][CH:36]=[CH:35][CH:34]=2)=[CH:29][CH:28]=1)=[C:25]=[O:26], predict the reaction product.